From a dataset of Drug-target binding data from BindingDB using Ki measurements. Regression. Given a target protein amino acid sequence and a drug SMILES string, predict the binding affinity score between them. We predict pKi (pKi = -log10(Ki in M); higher means stronger inhibition). Dataset: bindingdb_ki. (1) The drug is N[C@H]1CCc2ccccc2[C@@H](CCCc2ccccc2)C1=O. The target protein (P00727) has sequence MFLLPLPAAARVAVRHLSVKRLWAPGPAAADMTKGLVLGIYSKEKEEDEPQFTSAGENFNKLVSGKLREILNISGPPLKAGKTRTFYGLHEDFPSVVVVGLGKKTAGIDEQENWHEGKENIRAAVAAGCRQIQDLEIPSVEVDPCGDAQAAAEGAVLGLYEYDDLKQKRKVVVSAKLHGSEDQEAWQRGVLFASGQNLARRLMETPANEMTPTKFAEIVEENLKSASIKTDVFIRPKSWIEEQEMGSFLSVAKGSEEPPVFLEIHYKGSPNASEPPLVFVGKGITFDSGGISIKAAANMDLMRADMGGAATICSAIVSAAKLDLPINIVGLAPLCENMPSGKANKPGDVVRARNGKTIQVDNTDAEGRLILADALCYAHTFNPKVIINAATLTGAMDIALGSGATGVFTNSSWLWNKLFEASIETGDRVWRMPLFEHYTRQVIDCQLADVNNIGKYRSAGACTAAAFLKEFVTHPKWAHLDIAGVMTNKDEVPYLRKGMA.... The pKi is 4.0. (2) The drug is CC(N)Cc1ccccc1. The target is MLLARMKPQVQPELGGADQ. The pKi is 7.4. (3) The small molecule is N[C@@H](Cn1c2c(c(=O)[nH]c1=O)CCC2)C(=O)O. The target protein (P23818) has sequence MPYIFAFFCTGFLGAVVGANFPNNIQIGGLFPNQQSQEHAAFRFALSQLTEPPKLLPQIDIVNISDSFEMTYRFCSQFSKGVYAIFGFYERRTVNMLTSFCGALHVCFITPSFPVDTSNQFVLQLRPELQEALISIIDHYKWQTFVYIYDADRGLSVLQRVLDTAAEKNWQVTAVNILTTTEEGYRMLFQDLEKKKERLVVVDCESERLNAILGQIVKLEKNGIGYHYILANLGFMDIDLNKFKESGANVTGFQLVNYTDTIPARIMQQWRTSDARDHTRVDWKRPKYTSALTYDGVKVMAEAFQSLRRQRIDISRRGNAGDCLANPAVPWGQGIDIQRALQQVRFEGLTGNVQFNEKGRRTNYTLHVIEMKHDGIRKIGYWNEDDKFVPAATDAQAGGDNSSVQNRTYIVTTILEDPYVMLKKNANQFEGNDRYEGYCVELAAEIAKHVGYSYRLEIVSDGKYGARDPDTKAWNGMVGELVYGRADVAVAPLTITLVRE.... The pKi is 7.0. (4) The compound is OC[C@H]1NC[C@H](O)[C@@H](O)[C@@H]1O. The target protein (P9WQ18) has sequence MNEAEHSVEHPPVQGSHVEGGVVEHPDAKDFGSAAALPADPTWFKHAVFYEVLVRAFFDASADGSGDLRGLIDRLDYLQWLGIDCIWLPPFYDSPLRDGGYDIRDFYKVLPEFGTVDDFVALVDAAHRRGIRIITDLVMNHTSESHPWFQESRRDPDGPYGDYYVWSDTSERYTDARIIFVDTEESNWSFDPVRRQFYWHRFFSHQPDLNYDNPAVQEAMIDVIRFWLGLGIDGFRLDAVPYLFEREGTNCENLPETHAFLKRVRKVVDDEFPGRVLLAEANQWPGDVVEYFGDPNTGGDECHMAFHFPLMPRIFMAVRRESRFPISEIIAQTPPIPDMAQWGIFLRNHDELTLEMVTDEERDYMYAEYAKDPRMKANVGIRRRLAPLLDNDRNQIELFTALLLSLPGSPVLYYGDEIGMGDVIWLGDRDGVRIPMQWTPDRNAGFSTANPGRLYLPPSQDPVYGYQAVNVEAQRDTSTSLLNFTRTMLAVRRRHPAFAV.... The pKi is 6.6. (5) The small molecule is CN(CS(=O)(=O)[O-])c1ccc(/N=N/c2cccc(S(N)(=O)=O)c2)cc1. The target protein sequence is MTIPRSQHMSTAVNSCTEAPASRSQWMLANLRHDVPASLVVFLVALPLSLGIAIASGAPIIAGVIAAVVGGIVAGAVGGSPVQVSGPAAGLTVVVAELIDELGWPMLCLMTIAAGALQIVFGLSRMARAALAIAPVVVHAMLAGIGITIALQQIHVLLGGTSHSSAWRNIVALPDGILHHELHEVIVGGTVIAILLMWSKLPAKVRIIPGPLVAIAGATVLALLPVLQTERIDLQGNFFDAIGLPKLAEMSPGGQPWSHEISAIALGVLTIALIASVESLLSAVGVDKLHHGPRTDFNREMVGQGSANVVSGLLGGLPITGVIVRSSANVAAGARTRMSTILHGVWILLFASLFTNLVELIPKAALAGLLIVIGAQLVKLAHIKLAWRTGNFVIYAITIVCVVFLNLLEGVAIGLVVAIVFLLVRVVRAPVEVKPVGGEQSKRWRVDIDGTLSFLLLPRLTTVLSKLPEGSEVTLNLNADYIDDSVSEAISDWRRAHETR.... The pKi is 5.1.